Dataset: hERG Central: cardiac toxicity at 1µM, 10µM, and general inhibition. Task: Predict hERG channel inhibition at various concentrations. (1) The drug is CC(=O)N1CCN(C(=O)c2ccc(-c3cccc(C(F)(F)F)c3)o2)CC1. Results: hERG_inhib (hERG inhibition (general)): blocker. (2) The molecule is COc1ccccc1C(=O)Nc1ccnn1C1CCN(Cc2ccc3nonc3c2)CC1. Results: hERG_inhib (hERG inhibition (general)): blocker. (3) The molecule is OCCC1CN(Cc2ccc3c(c2)CCO3)CCN1Cc1ccc(F)cc1. Results: hERG_inhib (hERG inhibition (general)): blocker. (4) The molecule is O=C(NC1CCC(=O)N(CCSc2ccccc2)CC1)OCc1ccccc1. Results: hERG_inhib (hERG inhibition (general)): blocker. (5) The compound is O=C(CNS(=O)(=O)c1ccc(Br)cc1)N1CCN(c2ccc(F)cc2)CC1. Results: hERG_inhib (hERG inhibition (general)): blocker. (6) The molecule is CCCc1[nH]n(-c2nc3ccccc3s2)c(=O)c1C=NCCCN(CC)CC. Results: hERG_inhib (hERG inhibition (general)): blocker. (7) The compound is COc1ccc(C(=O)C2CCCN(Cc3cn[nH]c3-c3ccc(F)cc3)C2)cc1OC. Results: hERG_inhib (hERG inhibition (general)): blocker. (8) The compound is CC(=O)OCCN(CCCn1c(-c2ccncc2)nc2ccccc21)c1nc(CN2CCCCC2)cs1. Results: hERG_inhib (hERG inhibition (general)): blocker.